This data is from Full USPTO retrosynthesis dataset with 1.9M reactions from patents (1976-2016). The task is: Predict the reactants needed to synthesize the given product. Given the product [Br:1][C:2]1[CH:3]=[C:4]([C:8]2([CH3:11])[NH:12][C:13](=[O:16])[CH2:14][O:10][CH2:9]2)[CH:5]=[CH:6][CH:7]=1, predict the reactants needed to synthesize it. The reactants are: [Br:1][C:2]1[CH:3]=[C:4]([C:8]([NH:12][C:13](=[O:16])[CH2:14]Cl)([CH3:11])[CH2:9][OH:10])[CH:5]=[CH:6][CH:7]=1.CC([O-])(C)C.[K+].CO.